Task: Predict which catalyst facilitates the given reaction.. Dataset: Catalyst prediction with 721,799 reactions and 888 catalyst types from USPTO (1) Reactant: [CH:1]1[C:13]2[CH:12]([CH2:14][O:15][C:16]([N:18]3[CH2:23][CH2:22][C:21]([CH2:25][NH:26]C(OC(C)(C)C)=O)([OH:24])[CH2:20][CH2:19]3)=[O:17])[C:11]3[C:6](=[CH:7][CH:8]=[CH:9][CH:10]=3)[C:5]=2[CH:4]=[CH:3][CH:2]=1.[ClH:34]. Product: [ClH:34].[CH:10]1[C:11]2[CH:12]([CH2:14][O:15][C:16]([N:18]3[CH2:19][CH2:20][C:21]([CH2:25][NH2:26])([OH:24])[CH2:22][CH2:23]3)=[O:17])[C:13]3[C:5](=[CH:4][CH:3]=[CH:2][CH:1]=3)[C:6]=2[CH:7]=[CH:8][CH:9]=1. The catalyst class is: 135. (2) The catalyst class is: 4. Reactant: [C:1](Cl)(Cl)=[O:2].[OH:5][C:6]1[N:11]=[CH:10][C:9]([NH:12][C:13](=[O:20])[C:14]2[CH:19]=[CH:18][CH:17]=[CH:16][CH:15]=2)=[CH:8][CH:7]=1.C(N(CC)CC)C.N12CCN(CC1)CC2.[N:36]1([O:41][CH:42]2[CH2:47][CH2:46][NH:45][CH2:44][CH2:43]2)[CH:40]=[CH:39][CH:38]=[N:37]1. Product: [C:13]([NH:12][C:9]1[CH:8]=[CH:7][C:6]([O:5][C:1]([N:45]2[CH2:46][CH2:47][CH:42]([O:41][N:36]3[CH:40]=[CH:39][CH:38]=[N:37]3)[CH2:43][CH2:44]2)=[O:2])=[N:11][CH:10]=1)(=[O:20])[C:14]1[CH:19]=[CH:18][CH:17]=[CH:16][CH:15]=1. (3) Reactant: [F:1][C:2]1[CH:11]=[C:10]([F:12])[CH:9]=[C:8]2[C:3]=1[C:4]([NH:20][C:21]1[C:26](I)=[CH:25][N:24]=[C:23]([N:28]3[CH2:33][CH2:32][O:31][CH2:30][CH2:29]3)[CH:22]=1)=[C:5]([CH3:19])[C:6]([C:13]1[CH:18]=[CH:17][CH:16]=[CH:15][N:14]=1)=[N:7]2.[F:34][C:35]([F:46])([F:45])[C:36]1[CH:37]=[C:38](B(O)O)[CH:39]=[CH:40][CH:41]=1.C1(P(C2CCCCC2)C2CCCCC2)CCCCC1.[O-]P([O-])([O-])=O.[K+].[K+].[K+]. Product: [F:1][C:2]1[CH:11]=[C:10]([F:12])[CH:9]=[C:8]2[C:3]=1[C:4]([NH:20][C:21]1[C:26]([C:40]3[CH:39]=[CH:38][CH:37]=[C:36]([C:35]([F:46])([F:45])[F:34])[CH:41]=3)=[CH:25][N:24]=[C:23]([N:28]3[CH2:33][CH2:32][O:31][CH2:30][CH2:29]3)[CH:22]=1)=[C:5]([CH3:19])[C:6]([C:13]1[CH:18]=[CH:17][CH:16]=[CH:15][N:14]=1)=[N:7]2. The catalyst class is: 552. (4) Reactant: [Cl:1][C:2]1[CH:7]=[CH:6][CH:5]=[C:4]([Cl:8])[C:3]=1[C:9]#[C:10][C:11]([OH:13])=O.C(N(C(C)C)CC)(C)C.[B-](F)(F)(F)F.CN(C(ON1C(=O)C=CC=C1)=[N+](C)C)C.[NH2:43][C:44]1[CH:45]=[C:46]([NH:50][C:51]2[N:59]=[C:58]([NH:60][CH:61]3[CH2:66][CH2:65][CH:64]([OH:67])[CH2:63][CH2:62]3)[N:57]=[C:56]3[C:52]=2[N:53]=[CH:54][N:55]3[CH2:68][CH3:69])[CH:47]=[CH:48][CH:49]=1. Product: [CH2:68]([N:55]1[CH:54]=[N:53][C:52]2[C:56]1=[N:57][C:58]([NH:60][C@H:61]1[CH2:66][CH2:65][C@H:64]([OH:67])[CH2:63][CH2:62]1)=[N:59][C:51]=2[NH:50][C:46]1[CH:45]=[C:44]([NH:43][C:11](=[O:13])[C:10]#[C:9][C:3]2[C:4]([Cl:8])=[CH:5][CH:6]=[CH:7][C:2]=2[Cl:1])[CH:49]=[CH:48][CH:47]=1)[CH3:69]. The catalyst class is: 618. (5) Reactant: [Cl:1][C:2]1[C:10]2[NH:9][C:8]3[CH2:11][CH2:12][N:13]([CH3:15])[CH2:14][C:7]=3[C:6]=2[CH:5]=[C:4]([Cl:16])[CH:3]=1.[F:17][C:18]([F:28])([F:27])[C:19]1[CH:24]=[CH:23][C:22]([CH:25]=[CH2:26])=[CH:21][N:20]=1.[OH-].[K+]. Product: [Cl:1][C:2]1[C:10]2[N:9]([CH2:26][CH2:25][C:22]3[CH:21]=[N:20][C:19]([C:18]([F:28])([F:17])[F:27])=[CH:24][CH:23]=3)[C:8]3[CH2:11][CH2:12][N:13]([CH3:15])[CH2:14][C:7]=3[C:6]=2[CH:5]=[C:4]([Cl:16])[CH:3]=1. The catalyst class is: 37.